Predict the reactants needed to synthesize the given product. From a dataset of Full USPTO retrosynthesis dataset with 1.9M reactions from patents (1976-2016). (1) Given the product [CH2:28]([NH:35][C:36]([N:7]1[CH2:6][CH2:5][C:4]([NH:10][C:11]([CH:13]([NH:19][C:20]([N:22]2[CH2:23][CH2:24][O:25][CH2:26][CH2:27]2)=[O:21])[CH2:14][C:15]([CH3:18])([CH3:17])[CH3:16])=[O:12])([C:2]#[N:3])[CH2:9][CH2:8]1)=[O:37])[C:29]1[CH:34]=[CH:33][CH:32]=[CH:31][CH:30]=1, predict the reactants needed to synthesize it. The reactants are: Cl.[C:2]([C:4]1([NH:10][C:11]([CH:13]([NH:19][C:20]([N:22]2[CH2:27][CH2:26][O:25][CH2:24][CH2:23]2)=[O:21])[CH2:14][C:15]([CH3:18])([CH3:17])[CH3:16])=[O:12])[CH2:9][CH2:8][NH:7][CH2:6][CH2:5]1)#[N:3].[CH2:28]([N:35]=[C:36]=[O:37])[C:29]1[CH:34]=[CH:33][CH:32]=[CH:31][CH:30]=1.CN1CCOCC1. (2) Given the product [NH2:1][C:2]1[C:10]([O:11][C:12]2[CH:17]=[CH:16][C:15]([F:18])=[CH:14][CH:13]=2)=[CH:9][CH:8]=[CH:7][C:3]=1[C:4]([NH:19][CH2:20][C:21]1([OH:36])[CH2:26][CH2:25][N:24]([C:27](=[O:28])[C:29]2[CH:34]=[CH:33][C:32]([F:35])=[CH:31][CH:30]=2)[CH2:23][CH2:22]1)=[O:6], predict the reactants needed to synthesize it. The reactants are: [NH2:1][C:2]1[C:10]([O:11][C:12]2[CH:17]=[CH:16][C:15]([F:18])=[CH:14][CH:13]=2)=[CH:9][CH:8]=[CH:7][C:3]=1[C:4]([OH:6])=O.[NH2:19][CH2:20][C:21]1([OH:36])[CH2:26][CH2:25][N:24]([C:27]([C:29]2[CH:34]=[CH:33][C:32]([F:35])=[CH:31][CH:30]=2)=[O:28])[CH2:23][CH2:22]1.CN(C(ON1N=NC2C=CC=NC1=2)=[N+](C)C)C.F[P-](F)(F)(F)(F)F.CCN(C(C)C)C(C)C. (3) Given the product [Br:1][C:2]1[CH:3]=[CH:4][CH:5]=[C:6]2[C:11]=1[N:10]=[C:9]([NH:21][C:17]([CH3:20])([CH3:19])[CH3:18])[N:8]([CH:13]([CH3:15])[CH3:14])[C:7]2=[O:16], predict the reactants needed to synthesize it. The reactants are: [Br:1][C:2]1[CH:3]=[CH:4][CH:5]=[C:6]2[C:11]=1[N:10]=[C:9](Cl)[N:8]([CH:13]([CH3:15])[CH3:14])[C:7]2=[O:16].[C:17]([NH2:21])([CH3:20])([CH3:19])[CH3:18].O. (4) Given the product [ClH:16].[F:1][C:2]1[CH:3]=[C:4]2[C:9](=[CH:10][CH:11]=1)[S:8][CH2:7][CH2:6][CH:5]2[NH2:15], predict the reactants needed to synthesize it. The reactants are: [F:1][C:2]1[CH:3]=[C:4]2[C:9](=[CH:10][CH:11]=1)[S:8][CH2:7][CH2:6][C:5]2=O.CO[NH3+:15].[Cl-:16].O. (5) The reactants are: [CH:1]1([C@@H:7]([NH:9][C:10]([C:12]2[C:21]3[C:16](=[CH:17][CH:18]=[CH:19][CH:20]=3)[N:15]=[C:14]([C:22]3[S:23][CH:24]=[CH:25][CH:26]=3)[C:13]=2[CH2:27][N:28]2[CH2:33][CH2:32][NH:31][CH2:30][CH2:29]2)=[O:11])[CH3:8])[CH2:6][CH2:5][CH2:4][CH2:3][CH2:2]1.[F:34][C:35]([F:42])([F:41])[CH:36]([OH:40])[C:37](O)=[O:38]. Given the product [CH:1]1([C@@H:7]([NH:9][C:10]([C:12]2[C:21]3[C:16](=[CH:17][CH:18]=[CH:19][CH:20]=3)[N:15]=[C:14]([C:22]3[S:23][CH:24]=[CH:25][CH:26]=3)[C:13]=2[CH2:27][N:28]2[CH2:29][CH2:30][N:31]([C:37](=[O:38])[CH:36]([OH:40])[C:35]([F:42])([F:41])[F:34])[CH2:32][CH2:33]2)=[O:11])[CH3:8])[CH2:6][CH2:5][CH2:4][CH2:3][CH2:2]1, predict the reactants needed to synthesize it. (6) Given the product [Br:11][CH2:10][C:9]1[CH:8]=[CH:7][C:4]([C:5]#[N:6])=[CH:3][C:2]=1[Cl:1], predict the reactants needed to synthesize it. The reactants are: [Cl:1][C:2]1[CH:3]=[C:4]([CH:7]=[CH:8][C:9]=1[CH3:10])[C:5]#[N:6].[Br:11]N1C(=O)CCC1=O.C(OOC(=O)C1C=CC=CC=1)(=O)C1C=CC=CC=1.